This data is from NCI-60 drug combinations with 297,098 pairs across 59 cell lines. The task is: Regression. Given two drug SMILES strings and cell line genomic features, predict the synergy score measuring deviation from expected non-interaction effect. (1) Drug 1: CC(C)(C#N)C1=CC(=CC(=C1)CN2C=NC=N2)C(C)(C)C#N. Drug 2: C1=NNC2=C1C(=O)NC=N2. Cell line: COLO 205. Synergy scores: CSS=3.20, Synergy_ZIP=0.458, Synergy_Bliss=-9.80, Synergy_Loewe=-2.28, Synergy_HSA=-5.44. (2) Drug 1: CC1C(C(CC(O1)OC2CC(CC3=C2C(=C4C(=C3O)C(=O)C5=C(C4=O)C(=CC=C5)OC)O)(C(=O)C)O)N)O.Cl. Drug 2: CCC1(CC2CC(C3=C(CCN(C2)C1)C4=CC=CC=C4N3)(C5=C(C=C6C(=C5)C78CCN9C7C(C=CC9)(C(C(C8N6C)(C(=O)OC)O)OC(=O)C)CC)OC)C(=O)OC)O.OS(=O)(=O)O. Cell line: DU-145. Synergy scores: CSS=50.4, Synergy_ZIP=1.20, Synergy_Bliss=1.25, Synergy_Loewe=-7.45, Synergy_HSA=2.14. (3) Drug 1: CC12CCC(CC1=CCC3C2CCC4(C3CC=C4C5=CN=CC=C5)C)O. Drug 2: CC1OCC2C(O1)C(C(C(O2)OC3C4COC(=O)C4C(C5=CC6=C(C=C35)OCO6)C7=CC(=C(C(=C7)OC)O)OC)O)O. Cell line: M14. Synergy scores: CSS=32.8, Synergy_ZIP=-3.32, Synergy_Bliss=3.83, Synergy_Loewe=2.62, Synergy_HSA=2.68.